This data is from Retrosynthesis with 50K atom-mapped reactions and 10 reaction types from USPTO. The task is: Predict the reactants needed to synthesize the given product. (1) Given the product COC(=O)N[C@H](C(=O)N1CCC[C@H]1c1nc(-c2ccc(-c3cc(Cl)c(NC(=O)c4ccc(N5CCN(C(=O)[C@H]6CC6(C)C)C[C@H]5C)nc4)cc3C(F)(F)F)cc2)c[nH]1)C(C)C, predict the reactants needed to synthesize it. The reactants are: CC1(C)C[C@@H]1C(=O)O.COC(=O)N[C@H](C(=O)N1CCC[C@H]1c1nc(-c2ccc(-c3cc(Cl)c(NC(=O)c4ccc(N5CCNC[C@H]5C)nc4)cc3C(F)(F)F)cc2)c[nH]1)C(C)C. (2) Given the product Cc1cncc(-c2ccc(-c3cnn(C)c3)c(C(=O)O)c2)c1, predict the reactants needed to synthesize it. The reactants are: COC(=O)c1cc(-c2cncc(C)c2)ccc1-c1cnn(C)c1. (3) Given the product CN1c2nc(C3CC4CNCC4C3)ccc2N(CC2CC2(F)F)S1(=O)=O, predict the reactants needed to synthesize it. The reactants are: CN1c2nc(C3=CC4CNCC4C3)ccc2N(CC2CC2(F)F)S1(=O)=O. (4) Given the product CN(CC(=O)O)C1CCCc2cccnc21, predict the reactants needed to synthesize it. The reactants are: CN(CC(=O)OCc1ccccc1)C1CCCc2cccnc21.